From a dataset of Full USPTO retrosynthesis dataset with 1.9M reactions from patents (1976-2016). Predict the reactants needed to synthesize the given product. The reactants are: [C:1]([O:5][C:6]([NH:8][CH2:9][C:10]([OH:12])=[O:11])=[O:7])([CH3:4])([CH3:3])[CH3:2].O[CH2:14][CH2:15][O:16][C:17]1[CH:18]=[CH:19][C:20]([N:23]2[CH:27]=[CH:26][C:25]([C@H:28]([C:30]3[CH:39]=[CH:38][C:33]4[NH:34][C:35](=[O:37])[S:36][C:32]=4[CH:31]=3)[CH3:29])=[N:24]2)=[N:21][CH:22]=1.Cl.CN(C)CCCN=C=NCC.O. Given the product [C:1]([O:5][C:6]([NH:8][CH2:9][C:10]([O:12][CH2:14][CH2:15][O:16][C:17]1[CH:22]=[N:21][C:20]([N:23]2[CH:27]=[CH:26][C:25]([C@H:28]([C:30]3[CH:39]=[CH:38][C:33]4[NH:34][C:35](=[O:37])[S:36][C:32]=4[CH:31]=3)[CH3:29])=[N:24]2)=[CH:19][CH:18]=1)=[O:11])=[O:7])([CH3:4])([CH3:2])[CH3:3], predict the reactants needed to synthesize it.